This data is from Forward reaction prediction with 1.9M reactions from USPTO patents (1976-2016). The task is: Predict the product of the given reaction. (1) Given the reactants [H-].[H-].[H-].[H-].[Li+].[Al+3].[CH2:7]([N:14]1[CH2:19][CH2:18][C:17]([C:22]2[C:23](Cl)=[N:24][CH:25]=[CH:26][CH:27]=2)([C:20]#[N:21])[CH2:16][CH2:15]1)[C:8]1[CH:13]=[CH:12][CH:11]=[CH:10][CH:9]=1, predict the reaction product. The product is: [CH2:7]([N:14]1[CH2:19][CH2:18][C:17]2([C:22]3[C:23](=[N:24][CH:25]=[CH:26][CH:27]=3)[NH:21][CH2:20]2)[CH2:16][CH2:15]1)[C:8]1[CH:13]=[CH:12][CH:11]=[CH:10][CH:9]=1. (2) Given the reactants [Br:1][C:2]1[C:3]([O:12]C)=[C:4]2[C:8](=[CH:9][CH:10]=1)[N:7]([CH3:11])[N:6]=[CH:5]2.B(Br)(Br)Br.[OH-].[NH4+], predict the reaction product. The product is: [Br:1][C:2]1[CH:10]=[CH:9][C:8]2[N:7]([CH3:11])[N:6]=[CH:5][C:4]=2[C:3]=1[OH:12].